Dataset: Acute oral toxicity (LD50) regression data from Zhu et al.. Task: Regression/Classification. Given a drug SMILES string, predict its toxicity properties. Task type varies by dataset: regression for continuous values (e.g., LD50, hERG inhibition percentage) or binary classification for toxic/non-toxic outcomes (e.g., AMES mutagenicity, cardiotoxicity, hepatotoxicity). Dataset: ld50_zhu. (1) The drug is CCOP(=S)(CC)Sc1ccc(C(C)(C)C)cc1. The rat oral LD50 is 3.33, given as -log10 of the dose in mol/kg body weight (higher means more acutely toxic). (2) The drug is O=[N+]([O-])C(Br)(CO)CO. The rat oral LD50 is 3.05, given as -log10 of the dose in mol/kg body weight (higher means more acutely toxic).